This data is from Catalyst prediction with 721,799 reactions and 888 catalyst types from USPTO. The task is: Predict which catalyst facilitates the given reaction. (1) Reactant: [NH2:1][C:2]1[CH:7]=[CH:6][C:5]([NH:8][C:9]([N:11]2[CH2:19][C:18]3[C:13](=[CH:14][CH:15]=[CH:16][CH:17]=3)[CH2:12]2)=[O:10])=[CH:4][CH:3]=1.C(C(C(C)C)(C(C)C)CN)(C)C.[CH3:32][O:33][C:34]1[CH:35]=[C:36]([CH2:40][S:41](Cl)(=[O:43])=[O:42])[CH:37]=[CH:38][CH:39]=1. Product: [CH3:32][O:33][C:34]1[CH:35]=[C:36]([CH:37]=[CH:38][CH:39]=1)[CH2:40][S:41]([NH:1][C:2]1[CH:3]=[CH:4][C:5]([NH:8][C:9]([N:11]2[CH2:19][C:18]3[C:13](=[CH:14][CH:15]=[CH:16][CH:17]=3)[CH2:12]2)=[O:10])=[CH:6][CH:7]=1)(=[O:42])=[O:43]. The catalyst class is: 4. (2) Reactant: Cl[CH2:2][Si:3]([CH3:6])([CH3:5])[CH3:4].[Mg].[C:8]([O:13][C:14]1([CH2:21][CH3:22])[CH2:18][CH2:17][CH2:16][CH:15]1CC)(=[O:12])[C:9]([O-])=[O:10].[Cl-].[NH4+]. Product: [OH:10][C:9]([CH2:2][Si:3]([CH3:6])([CH3:5])[CH3:4])([CH2:2][Si:3]([CH3:6])([CH3:5])[CH3:4])[C:8]([O:13][C:14]1([CH2:21][CH3:22])[CH2:18][CH2:17][CH2:16][CH2:15]1)=[O:12]. The catalyst class is: 27. (3) Reactant: [NH2:1][C:2]1[S:6][N:5]=[CH:4][N:3]=1.[CH3:7][O:8][C:9]1[CH:16]=[C:15]([O:17][CH3:18])[CH:14]=[CH:13][C:10]=1[CH:11]=O.[BH4-].[Na+].Cl.[OH-].[Na+]. Product: [CH3:7][O:8][C:9]1[CH:16]=[C:15]([O:17][CH3:18])[CH:14]=[CH:13][C:10]=1[CH2:11][NH:1][C:2]1[S:6][N:5]=[CH:4][N:3]=1.[CH3:7][O:8][C:9]1[CH:16]=[C:15]([O:17][CH3:18])[CH:14]=[CH:13][C:10]=1[CH2:11][NH:1][C:2]1[S:6][N:5]=[CH:4][N:3]=1. The catalyst class is: 11. (4) Reactant: [CH2:1]([C:3]1[CH:4]=[C:5]([C:15]2[O:19][N:18]=[C:17]([C:20]3[CH:25]=[C:24]([CH3:26])[N:23]=[C:22]([NH:27][CH:28]([CH3:30])[CH3:29])[N:21]=3)[N:16]=2)[CH:6]=[C:7]([CH3:14])[C:8]=1[O:9][CH2:10][C@@H:11]1[CH2:13][O:12]1)[CH3:2].[NH3:31]. Product: [NH2:31][CH2:13][CH:11]([OH:12])[CH2:10][O:9][C:8]1[C:7]([CH3:14])=[CH:6][C:5]([C:15]2[O:19][N:18]=[C:17]([C:20]3[CH:25]=[C:24]([CH3:26])[N:23]=[C:22]([NH:27][CH:28]([CH3:29])[CH3:30])[N:21]=3)[N:16]=2)=[CH:4][C:3]=1[CH2:1][CH3:2]. The catalyst class is: 5. (5) Reactant: [CH3:1][C:2]1[CH:3]=[CH:4][C:5]([S:9][C:10]2[CH:11]=[CH:12][CH:13]=[CH:14][C:15]=2[N:16]2[CH2:21][CH2:20][NH:19][CH2:18][CH2:17]2)=[C:6]([CH3:8])[CH:7]=1.[C:22]1([CH3:32])[CH:27]=[CH:26][C:25]([S:28]([OH:31])(=[O:30])=[O:29])=[CH:24][CH:23]=1. Product: [CH3:1][C:2]1[CH:3]=[CH:4][C:5]([S:9][C:10]2[CH:11]=[CH:12][CH:13]=[CH:14][C:15]=2[N:16]2[CH2:17][CH2:18][NH:19][CH2:20][CH2:21]2)=[C:6]([CH3:8])[CH:7]=1.[CH3:32][C:22]1[CH:27]=[CH:26][C:25]([S:28]([OH:31])(=[O:30])=[O:29])=[CH:24][CH:23]=1. The catalyst class is: 13.